Dataset: Reaction yield outcomes from USPTO patents with 853,638 reactions. Task: Predict the reaction yield, written as a fraction of the theoretical maximum amount of product (1.0 means a 100% yield; for example, 0.34 means a 34% yield). (1) The reactants are [F:1][C:2]1[CH:7]=[CH:6][C:5]([C:8]2([CH2:14][OH:15])[CH2:13][CH2:12][CH2:11][CH2:10][CH2:9]2)=[CH:4][CH:3]=1.[OH-].[Na+].Br[CH2:19][C:20]([O:22][C:23]([CH3:26])([CH3:25])[CH3:24])=[O:21]. The catalyst is C1(C)C=CC=CC=1.S([O-])(O)(=O)=O.C([N+](CCCC)(CCCC)CCCC)CCC. The product is [F:1][C:2]1[CH:3]=[CH:4][C:5]([C:8]2([CH2:14][O:15][CH2:19][C:20]([O:22][C:23]([CH3:26])([CH3:25])[CH3:24])=[O:21])[CH2:13][CH2:12][CH2:11][CH2:10][CH2:9]2)=[CH:6][CH:7]=1. The yield is 0.600. (2) The reactants are [Cl:1][C:2]1[CH:10]=[C:9]2[C:5]([C:6]([C:11]([N:13]3[CH2:18][CH2:17][C:16]4([C:22]5[CH:23]=[CH:24][C:25]([F:27])=[CH:26][C:21]=5[C:20](=[O:28])[O:19]4)[CH2:15][CH2:14]3)=[O:12])=[CH:7][NH:8]2)=[CH:4][CH:3]=1.[H-].[Na+].F[C:32]1[CH:37]=[CH:36][CH:35]=[CH:34][N:33]=1. The catalyst is CN(C=O)C. The product is [Cl:1][C:2]1[CH:10]=[C:9]2[C:5]([C:6]([C:11]([N:13]3[CH2:18][CH2:17][C:16]4([C:22]5[CH:23]=[CH:24][C:25]([F:27])=[CH:26][C:21]=5[C:20](=[O:28])[O:19]4)[CH2:15][CH2:14]3)=[O:12])=[CH:7][N:8]2[C:32]2[CH:37]=[CH:36][CH:35]=[CH:34][N:33]=2)=[CH:4][CH:3]=1. The yield is 0.360. (3) The reactants are [CH2:1]1[CH2:6][C@H:5]([C:7]([OH:9])=[O:8])[CH2:4][CH2:3][C@H:2]1[CH2:10][NH2:11].[CH3:12][C:13]([CH3:30])([CH3:29])[C:14]([O:16][CH2:17][O:18][C:19](ON1C(=O)CCC1=O)=[O:20])=[O:15]. The catalyst is CC(OC)(C)C.CC(C)=O.O. The product is [CH3:12][C:13]([CH3:30])([CH3:29])[C:14]([O:16][CH2:17][O:18][C:19]([CH:10]([NH2:11])[C@H:2]1[CH2:3][CH2:4][C@H:5]([C:7]([OH:9])=[O:8])[CH2:6][CH2:1]1)=[O:20])=[O:15]. The yield is 0.760. (4) The yield is 0.650. The catalyst is CO. The reactants are [CH3:1][NH:2][C:3](=[O:6])[CH:4]=[CH2:5].[CH3:7][O:8][CH2:9][CH2:10][NH2:11].CCO. The product is [CH3:7][O:8][CH2:9][CH2:10][NH:11][CH2:5][CH2:4][C:3]([NH:2][CH3:1])=[O:6]. (5) The reactants are [CH3:1][CH:2]([CH3:12])[C@:3]([C:6]1[CH:11]=[N:10][CH:9]=[CH:8][N:7]=1)([OH:5])[CH3:4].[H][H]. The catalyst is [Pt]=O.CO. The product is [CH3:1][CH:2]([CH3:12])[C@:3]([CH:6]1[CH2:11][NH:10][CH2:9][CH2:8][NH:7]1)([OH:5])[CH3:4]. The yield is 0.930. (6) The reactants are Cl[C:2]1[CH:7]=[CH:6][C:5]([S:8]([N:11]2[CH2:16][CH2:15][N:14]([CH3:17])[CH2:13][CH2:12]2)(=[O:10])=[O:9])=[CH:4][C:3]=1[N+:18]([O-:20])=[O:19].[CH2:21]([NH2:28])[C:22]1[CH:27]=[CH:26][CH:25]=[CH:24][CH:23]=1. The catalyst is C1COCC1. The product is [CH2:21]([NH:28][C:2]1[CH:7]=[CH:6][C:5]([S:8]([N:11]2[CH2:16][CH2:15][N:14]([CH3:17])[CH2:13][CH2:12]2)(=[O:10])=[O:9])=[CH:4][C:3]=1[N+:18]([O-:20])=[O:19])[C:22]1[CH:27]=[CH:26][CH:25]=[CH:24][CH:23]=1. The yield is 0.860. (7) The reactants are N1C=CC=CC=1S[C:8](=[O:25])[CH2:9][CH2:10][C:11]1[CH:16]=[CH:15][C:14]([O:17][CH2:18][C:19]2[CH:24]=[CH:23][CH:22]=[CH:21][CH:20]=2)=[CH:13][CH:12]=1.[CH:26]1([Mg]Br)[CH2:30][CH2:29][CH2:28][CH2:27]1.CCOCC. The catalyst is C1COCC1. The product is [CH2:18]([O:17][C:14]1[CH:13]=[CH:12][C:11]([CH2:10][CH2:9][C:8]([CH:26]2[CH2:30][CH2:29][CH2:28][CH2:27]2)=[O:25])=[CH:16][CH:15]=1)[C:19]1[CH:20]=[CH:21][CH:22]=[CH:23][CH:24]=1. The yield is 0.840. (8) The reactants are [Cl:1][C:2]1[CH:7]=[CH:6][C:5]([S:8]([NH:11][C@H:12]([CH2:16][CH2:17][C:18]([F:21])([F:20])[F:19])[C:13]([NH2:15])=[O:14])(=[O:10])=[O:9])=[CH:4][CH:3]=1.Br[CH2:23][C:24]1[CH:29]=[CH:28][C:27]([C:30]2[N:34]=[CH:33][O:32][N:31]=2)=[CH:26][C:25]=1[F:35].C(=O)([O-])[O-].[Cs+].[Cs+].NO.ClC1C=CC(S(N([C@H](CCC(F)(F)F)C(N)=O)CC2C=CC(C#N)=CC=2F)(=O)=O)=CC=1. The catalyst is [I-].C([N+](CCCC)(CCCC)CCCC)CCC.O.C(#N)C.C(O)(C)C.C(O)(=O)C. The product is [Cl:1][C:2]1[CH:7]=[CH:6][C:5]([S:8]([N:11]([CH2:23][C:24]2[CH:29]=[CH:28][C:27]([C:30]3[N:34]=[CH:33][O:32][N:31]=3)=[CH:26][C:25]=2[F:35])[C@H:12]([CH2:16][CH2:17][C:18]([F:21])([F:19])[F:20])[C:13]([NH2:15])=[O:14])(=[O:10])=[O:9])=[CH:4][CH:3]=1. The yield is 0.500. (9) The product is [O:1]([C:8]1[CH:13]=[CH:12][C:11]([NH:14][C:15](=[S:27])[CH3:16])=[CH:10][CH:9]=1)[C:2]1[CH:7]=[CH:6][CH:5]=[CH:4][CH:3]=1. The yield is 0.607. The reactants are [O:1]([C:8]1[CH:13]=[CH:12][C:11]([NH:14][C:15](=O)[CH3:16])=[CH:10][CH:9]=1)[C:2]1[CH:7]=[CH:6][CH:5]=[CH:4][CH:3]=1.COC1C=CC(P2(SP(C3C=CC(OC)=CC=3)(=S)S2)=[S:27])=CC=1. The catalyst is C1(C)C=CC=CC=1. (10) The reactants are [OH:1][CH2:2][C:3]1[NH:12][C:11](=[O:13])[C:10]2[C:5](=[CH:6][CH:7]=[CH:8][CH:9]=2)[N:4]=1.[C:14](OC(=O)C)(=[O:16])[CH3:15]. The catalyst is N1C=CC=CC=1. The product is [C:14]([O:1][CH2:2][C:3]1[NH:12][C:11](=[O:13])[C:10]2[C:5](=[CH:6][CH:7]=[CH:8][CH:9]=2)[N:4]=1)(=[O:16])[CH3:15]. The yield is 0.660.